This data is from Full USPTO retrosynthesis dataset with 1.9M reactions from patents (1976-2016). The task is: Predict the reactants needed to synthesize the given product. Given the product [CH3:29][O:28][C:24]1[CH:23]=[C:22]([C:7]2[N:6]=[C:5]([N:31]([CH3:32])[CH3:30])[N:10]=[C:9]([NH:11][CH2:12][CH2:13][C:14]3[CH:19]=[CH:18][C:17]([O:20][CH3:21])=[CH:16][CH:15]=3)[CH:8]=2)[CH:27]=[CH:26][CH:25]=1, predict the reactants needed to synthesize it. The reactants are: CS([C:5]1[N:10]=[C:9]([NH:11][CH2:12][CH2:13][C:14]2[CH:19]=[CH:18][C:17]([O:20][CH3:21])=[CH:16][CH:15]=2)[CH:8]=[C:7]([C:22]2[CH:27]=[CH:26][CH:25]=[C:24]([O:28][CH3:29])[CH:23]=2)[N:6]=1)(=O)=O.[CH3:30][NH:31][CH3:32].CO.